Dataset: Full USPTO retrosynthesis dataset with 1.9M reactions from patents (1976-2016). Task: Predict the reactants needed to synthesize the given product. (1) Given the product [NH2:1][C:2]1[C:3]2[C:10]([C:26]3[CH:39]=[CH:38][CH:37]=[C:28]([O:29][CH2:30][CH:31]4[CH2:36][CH2:35][CH2:34][CH2:33][O:32]4)[CH:27]=3)=[CH:9][N:8]([C@@H:12]3[CH2:15][C@H:14]([CH2:16][OH:17])[CH2:13]3)[C:4]=2[N:5]=[CH:6][N:7]=1, predict the reactants needed to synthesize it. The reactants are: [NH2:1][C:2]1[C:3]2[C:10](I)=[CH:9][N:8]([C@@H:12]3[CH2:15][C@H:14]([CH2:16][OH:17])[CH2:13]3)[C:4]=2[N:5]=[CH:6][N:7]=1.CC1(C)C(C)(C)OB([C:26]2[CH:27]=[C:28]([CH:37]=[CH:38][CH:39]=2)[O:29][CH2:30][CH:31]2[CH2:36][CH2:35][CH2:34][CH2:33][O:32]2)O1.C(=O)([O-])[O-].[Na+].[Na+].CN(C=O)C. (2) Given the product [CH2:8]([O:6][C:5](=[O:7])[CH2:4][CH2:3][CH2:2][Br:1])[C:9]1[CH:14]=[CH:13][CH:12]=[CH:11][CH:10]=1, predict the reactants needed to synthesize it. The reactants are: [Br:1][CH2:2][CH2:3][CH2:4][C:5]([OH:7])=[O:6].[CH2:8](O)[C:9]1[CH:14]=[CH:13][CH:12]=[CH:11][CH:10]=1.C(N(CC)CC)C.C(=O)(O)[O-].[Na+]. (3) Given the product [NH2:3][CH2:12][C:13]1[O:17][C:16]([CH2:18][O:19][C:20]([C:27]2[CH:32]=[CH:31][CH:30]=[CH:29][CH:28]=2)([C:21]2[CH:22]=[CH:23][CH:24]=[CH:25][CH:26]=2)[C:33]2[CH:38]=[CH:37][CH:36]=[CH:35][CH:34]=2)=[N:15][C:14]=1[CH3:39], predict the reactants needed to synthesize it. The reactants are: O=C1C2C(=CC=CC=2)C(=O)[N:3]1[CH2:12][C:13]1[O:17][C:16]([CH2:18][O:19][C:20]([C:33]2[CH:38]=[CH:37][CH:36]=[CH:35][CH:34]=2)([C:27]2[CH:32]=[CH:31][CH:30]=[CH:29][CH:28]=2)[C:21]2[CH:26]=[CH:25][CH:24]=[CH:23][CH:22]=2)=[N:15][C:14]=1[CH3:39].O.NN. (4) Given the product [F:1][C:2]1[CH:3]=[C:4]([NH:24][C:77]([NH:76][C:74](=[O:75])[CH2:73][C:68]2[CH:69]=[CH:70][CH:71]=[CH:72][C:67]=2[O:66][CH3:65])=[S:78])[CH:5]=[CH:6][C:7]=1[O:8][C:9]1[CH:14]=[CH:13][N:12]=[C:11]2[CH:15]=[C:16]([C:18]3[N:19]=[CH:20][N:21]([CH3:23])[CH:22]=3)[S:17][C:10]=12, predict the reactants needed to synthesize it. The reactants are: [F:1][C:2]1[CH:3]=[C:4]([NH2:24])[CH:5]=[CH:6][C:7]=1[O:8][C:9]1[CH:14]=[CH:13][N:12]=[C:11]2[CH:15]=[C:16]([C:18]3[N:19]=[CH:20][N:21]([CH3:23])[CH:22]=3)[S:17][C:10]=12.FC1C=C(NC(NC(=O)CC2C=CC=CC=2)=S)C=CC=1OC1C=CN=C2C=C(C3C=CC(S(C)(=O)=O)=CC=3)SC=12.[CH3:65][O:66][C:67]1[CH:72]=[CH:71][CH:70]=[CH:69][C:68]=1[CH2:73][C:74]([N:76]=[C:77]=[S:78])=[O:75].